This data is from Full USPTO retrosynthesis dataset with 1.9M reactions from patents (1976-2016). The task is: Predict the reactants needed to synthesize the given product. (1) Given the product [O:8]1[C:17]2[C:12](=[N:13][CH:14]=[CH:15][CH:16]=2)[O:11][C@@H:10]([CH2:18][N:19]([CH2:24][C:25]2[CH:26]=[CH:27][CH:28]=[CH:29][CH:30]=2)[CH2:20][CH2:21][CH2:22][NH:23][CH2:2][C:3]([O:5][CH2:6][CH3:7])=[O:4])[CH2:9]1, predict the reactants needed to synthesize it. The reactants are: Br[CH2:2][C:3]([O:5][CH2:6][CH3:7])=[O:4].[O:8]1[C:17]2[C:12](=[N:13][CH:14]=[CH:15][CH:16]=2)[O:11][C@@H:10]([CH2:18][N:19]([CH2:24][C:25]2[CH:30]=[CH:29][CH:28]=[CH:27][CH:26]=2)[CH2:20][CH2:21][CH2:22][NH2:23])[CH2:9]1.C(N(CC)CC)C. (2) Given the product [CH3:55][C:21]([CH:20]([OH:56])[C:19]([NH:18][CH2:17][CH2:16][C:15]([NH:14][CH2:13][CH2:12][S:11][C:1]([C:2]1[C:7](=[O:9])[CH2:6][CH2:5][CH2:4][CH:3]=1)=[O:10])=[O:58])=[O:57])([CH2:22][O:23][P:24]([O:25][P:26]([O:27][CH2:28][C@H:29]1[O:33][C@@H:32]([N:34]2[C:43]3[N:42]=[CH:41][N:40]=[C:38]([NH2:39])[C:37]=3[N:36]=[CH:35]2)[C@H:31]([OH:44])[C@@H:30]1[O:45][P:46]([OH:48])([OH:49])=[O:47])([OH:51])=[O:50])([OH:53])=[O:52])[CH3:54], predict the reactants needed to synthesize it. The reactants are: [C:1]([S:11][CH2:12][CH2:13][NH:14][C:15](=[O:58])[CH2:16][CH2:17][NH:18][C:19](=[O:57])[C@H:20]([OH:56])[C:21]([CH3:55])([CH3:54])[CH2:22][O:23][P:24]([OH:53])(=[O:52])[O:25][P:26]([OH:51])(=[O:50])[O:27][CH2:28][C@H:29]1[O:33][C@@H:32]([N:34]2[C:43]3[N:42]=[CH:41][N:40]=[C:38]([NH2:39])[C:37]=3[N:36]=[CH:35]2)[C@H:31]([OH:44])[C@@H:30]1[O:45][P:46]([OH:49])([OH:48])=[O:47])(=[O:10])[CH2:2][CH2:3][CH2:4][CH2:5][CH2:6][C:7]([OH:9])=O.OC(CCCC(O)=O)CC(SCCNC(=O)CCNC(=O)[C@H](O)C(C)(C)COP(O)(=O)OP(O)(=O)OC[C@H]1O[C@@H](N2C3N=CN=C(N)C=3N=C2)[C@H](O)[C@@H]1OP(O)(O)=O)=O.C(SCCNC(=O)CCNC(=O)[C@H](O)C(C)(C)COP(O)(=O)OP(O)(=O)OC[C@H]1O[C@@H](N2C3N=CN=C(N)C=3N=C2)[C@H](O)[C@@H]1OP(O)(O)=O)(=O)CC(C)=O. (3) Given the product [NH2:7][CH:8]([CH:9]([CH3:11])[CH3:10])[C:12]([N:13]([CH2:19][C:20]1[CH:21]=[CH:22][CH:23]=[CH:24][CH:25]=1)[CH2:14][CH2:15][N:16]([CH3:18])[CH3:17])=[O:26], predict the reactants needed to synthesize it. The reactants are: C(OC(=O)[NH:7][C@H:8]([C:12](=[O:26])[N:13]([CH2:19][C:20]1[CH:25]=[CH:24][CH:23]=[CH:22][CH:21]=1)[CH2:14][CH2:15][N:16]([CH3:18])[CH3:17])[CH:9]([CH3:11])[CH3:10])(C)(C)C. (4) Given the product [CH3:29][O:28][C:27]1[CH:26]=[CH:25][C:24]2[NH:23][C:22](=[O:30])[C:21]3[S:31][CH:32]=[CH:33][C:20]=3[C:19]=2[C:18]=1[C:2]1[CH:16]=[CH:15][C:5]([CH2:6][NH:7][C:8](=[O:14])[O:9][C:10]([CH3:13])([CH3:12])[CH3:11])=[CH:4][CH:3]=1, predict the reactants needed to synthesize it. The reactants are: Br[C:2]1[CH:16]=[CH:15][C:5]([CH2:6][NH:7][C:8](=[O:14])[O:9][C:10]([CH3:13])([CH3:12])[CH3:11])=[CH:4][CH:3]=1.Br[C:18]1[C:19]2[C:20]3[CH:33]=[CH:32][S:31][C:21]=3[C:22](=[O:30])[NH:23][C:24]=2[CH:25]=[CH:26][C:27]=1[O:28][CH3:29]. (5) Given the product [Si:1]([O:18][CH2:19][C@@H:20]([N:23]1[C@H:28]([C:29]2[CH:30]=[CH:31][C:32]([Cl:35])=[CH:33][CH:34]=2)[C@@H:27]([C:36]2[CH:41]=[CH:40][CH:39]=[C:38]([Cl:42])[CH:37]=2)[CH2:26][CH:25]([CH3:44])[C:24]1=[O:43])[CH2:21][CH3:22])([C:14]([CH3:17])([CH3:16])[CH3:15])([C:2]1[CH:7]=[CH:6][CH:5]=[CH:4][CH:3]=1)[C:8]1[CH:13]=[CH:12][CH:11]=[CH:10][CH:9]=1, predict the reactants needed to synthesize it. The reactants are: [Si:1]([O:18][CH2:19][C@@H:20]([N:23]1[C@H:28]([C:29]2[CH:34]=[CH:33][C:32]([Cl:35])=[CH:31][CH:30]=2)[C@@H:27]([C:36]2[CH:41]=[CH:40][CH:39]=[C:38]([Cl:42])[CH:37]=2)[CH2:26][CH2:25][C:24]1=[O:43])[CH2:21][CH3:22])([C:14]([CH3:17])([CH3:16])[CH3:15])([C:8]1[CH:13]=[CH:12][CH:11]=[CH:10][CH:9]=1)[C:2]1[CH:7]=[CH:6][CH:5]=[CH:4][CH:3]=1.[CH3:44]I. (6) Given the product [CH2:1]([O:3][C:4](=[O:36])[CH2:5][N:6]1[CH2:11][CH2:10][N:9]([C:12](=[O:35])[C:13]2[CH:18]=[CH:17][CH:16]=[C:15]([C@@H:19]([N:27]3[CH2:32][C@@H:31]([CH3:33])[N:30]([CH2:41][C:40]4[CH:43]=[CH:44][CH:45]=[C:38]([F:37])[CH:39]=4)[CH2:29][C@@H:28]3[CH3:34])[C:20]3[CH:25]=[CH:24][CH:23]=[C:22]([OH:26])[CH:21]=3)[CH:14]=2)[CH2:8][CH2:7]1)[CH3:2], predict the reactants needed to synthesize it. The reactants are: [CH2:1]([O:3][C:4](=[O:36])[CH2:5][N:6]1[CH2:11][CH2:10][N:9]([C:12](=[O:35])[C:13]2[CH:18]=[CH:17][CH:16]=[C:15]([C@@H:19]([N:27]3[CH2:32][C@@H:31]([CH3:33])[NH:30][CH2:29][C@@H:28]3[CH3:34])[C:20]3[CH:25]=[CH:24][CH:23]=[C:22]([OH:26])[CH:21]=3)[CH:14]=2)[CH2:8][CH2:7]1)[CH3:2].[F:37][C:38]1[CH:39]=[C:40]([CH:43]=[CH:44][CH:45]=1)[CH:41]=O.C(O)(=O)C.C(O[BH-](OC(=O)C)OC(=O)C)(=O)C.[Na+]. (7) Given the product [CH3:6][N:7]1[C:11]([N:12]2[C:16]3=[N:17][CH:18]=[C:19]([C:21]([F:23])([F:22])[F:24])[CH:20]=[C:15]3[CH:14]=[CH:13]2)=[C:10]([CH2:25][CH2:26][S:27]([NH:30][C:47](=[O:48])[O:5][CH2:1][CH2:2][CH2:3][CH3:4])(=[O:28])=[O:29])[C:9]([CH3:31])=[N:8]1, predict the reactants needed to synthesize it. The reactants are: [CH2:1]([OH:5])[CH2:2][CH2:3][CH3:4].[CH3:6][N:7]1[C:11]([N:12]2[C:16]3=[N:17][CH:18]=[C:19]([C:21]([F:24])([F:23])[F:22])[CH:20]=[C:15]3[CH:14]=[CH:13]2)=[C:10]([CH2:25][CH2:26][S:27]([NH2:30])(=[O:29])=[O:28])[C:9]([CH3:31])=[N:8]1.N12CCCN=C1CCCCC2.[Cl-].[NH4+].CN(C)[CH:47]=[O:48].